From a dataset of Reaction yield outcomes from USPTO patents with 853,638 reactions. Predict the reaction yield, written as a fraction of the theoretical maximum amount of product (1.0 means a 100% yield; for example, 0.34 means a 34% yield). (1) The yield is 0.850. The catalyst is CCO.CC(O)=O. The reactants are C=O.[CH3:3][NH:4][CH3:5].[Cl:6][C:7]1[CH:8]=[C:9]2[C:13](=[CH:14][CH:15]=1)[NH:12][CH:11]=[CH:10]2.[C:16]([O-])(O)=O.[Na+].[OH-].[Na+]. The product is [Cl:6][C:7]1[CH:8]=[C:9]2[C:5](=[CH:14][CH:15]=1)[NH:4][CH:3]=[C:10]2[CH2:11][N:12]([CH3:16])[CH3:13]. (2) The reactants are [N+:1]([C:4]1[NH:8][N:7]=[C:6]([C:9]([O:11][CH3:12])=[O:10])[CH:5]=1)([O-:3])=[O:2].[CH3:13]N(C)C=O.CI.C(=O)([O-])[O-].[K+].[K+]. The catalyst is O. The yield is 0.660. The product is [CH3:13][N:7]1[C:6]([C:9]([O:11][CH3:12])=[O:10])=[CH:5][C:4]([N+:1]([O-:3])=[O:2])=[N:8]1.